This data is from M1 muscarinic receptor agonist screen with 61,833 compounds. The task is: Binary Classification. Given a drug SMILES string, predict its activity (active/inactive) in a high-throughput screening assay against a specified biological target. (1) The molecule is S\1CC(=O)N(CC=C)C1=N\c1sccn1. The result is 0 (inactive). (2) The molecule is Clc1cc(N2CCN(CC2)Cc2n(c3c(n2)n(c(=O)[nH]c3=O)C)Cc2c(Cl)cccc2)ccc1. The result is 0 (inactive). (3) The compound is O=c1[nH]c2c(cc1CN(c1ccc(OC)cc1)C(=O)COC)ccc(c2)C. The result is 0 (inactive). (4) The drug is Clc1cc2N(CC(=O)Nc3cc(OC)ccc3)C(=O)COc2cc1. The result is 0 (inactive). (5) The compound is S(CC(=O)N1CCOCC1)c1[nH]c(=O)c2c(c(sc2n1)C)C. The result is 0 (inactive). (6) The drug is O1C(COc2c1cccc2)C(=O)Nc1c(OC)ccc(OC)c1. The result is 0 (inactive). (7) The compound is O=C(NCCCN(C)C)CC(c1c(O)cccc1)c1ccccc1. The result is 0 (inactive).